This data is from Full USPTO retrosynthesis dataset with 1.9M reactions from patents (1976-2016). The task is: Predict the reactants needed to synthesize the given product. (1) Given the product [CH:2]1([CH2:5][O:6][C:7]2[CH:12]=[C:11]([F:13])[CH:10]=[CH:9][C:8]=2[C:14]2[C:15]3[NH:22][C:21]([CH3:23])=[C:20]([C:24]([NH:26][C@H:27]4[C@H:31]([OH:32])[CH2:30][N:29]([C:37](=[O:36])[CH2:38][OH:39])[CH2:28]4)=[O:25])[C:16]=3[N:17]=[CH:18][N:19]=2)[CH2:4][CH2:3]1, predict the reactants needed to synthesize it. The reactants are: Cl.[CH:2]1([CH2:5][O:6][C:7]2[CH:12]=[C:11]([F:13])[CH:10]=[CH:9][C:8]=2[C:14]2[C:15]3[NH:22][C:21]([CH3:23])=[C:20]([C:24]([NH:26][C@H:27]4[C@H:31]([OH:32])[CH2:30][NH:29][CH2:28]4)=[O:25])[C:16]=3[N:17]=[CH:18][N:19]=2)[CH2:4][CH2:3]1.C([O:36][CH2:37][C:38](Cl)=[O:39])(=O)C. (2) Given the product [C:24]([C:2]1[CH:3]=[N:4][N:5]([C:7]2[CH:12]=[CH:11][N:10]=[CH:9][C:8]=2[N:13]2[CH2:18][CH2:17][CH:16]([C:19]([N:21]([CH3:23])[CH3:22])=[O:20])[CH2:15][CH2:14]2)[CH:6]=1)#[N:25], predict the reactants needed to synthesize it. The reactants are: Br[C:2]1[CH:3]=[N:4][N:5]([C:7]2[CH:12]=[CH:11][N:10]=[CH:9][C:8]=2[N:13]2[CH2:18][CH2:17][CH:16]([C:19]([N:21]([CH3:23])[CH3:22])=[O:20])[CH2:15][CH2:14]2)[CH:6]=1.[CH3:24][N:25](C=O)C. (3) Given the product [C:11]([C:10]1[CH:13]=[C:14]([CH:17]=[O:18])[CH:15]=[CH:16][C:9]=1[O:8][C:6]1[CH:5]=[CH:4][N:3]=[C:2]([C:19]#[N:20])[CH:7]=1)#[N:12], predict the reactants needed to synthesize it. The reactants are: Cl[C:2]1[CH:7]=[C:6]([O:8][C:9]2[CH:16]=[CH:15][C:14]([CH:17]=[O:18])=[CH:13][C:10]=2[C:11]#[N:12])[CH:5]=[CH:4][N:3]=1.[C:19]([Zn]C#N)#[N:20].